Regression. Given two drug SMILES strings and cell line genomic features, predict the synergy score measuring deviation from expected non-interaction effect. From a dataset of NCI-60 drug combinations with 297,098 pairs across 59 cell lines. (1) Drug 1: CC(CN1CC(=O)NC(=O)C1)N2CC(=O)NC(=O)C2. Drug 2: C1=CN(C(=O)N=C1N)C2C(C(C(O2)CO)O)O.Cl. Cell line: 786-0. Synergy scores: CSS=27.7, Synergy_ZIP=-8.77, Synergy_Bliss=-3.53, Synergy_Loewe=-35.6, Synergy_HSA=-0.601. (2) Drug 1: CC1=C(N=C(N=C1N)C(CC(=O)N)NCC(C(=O)N)N)C(=O)NC(C(C2=CN=CN2)OC3C(C(C(C(O3)CO)O)O)OC4C(C(C(C(O4)CO)O)OC(=O)N)O)C(=O)NC(C)C(C(C)C(=O)NC(C(C)O)C(=O)NCCC5=NC(=CS5)C6=NC(=CS6)C(=O)NCCC[S+](C)C)O. Drug 2: CC12CCC3C(C1CCC2OP(=O)(O)O)CCC4=C3C=CC(=C4)OC(=O)N(CCCl)CCCl.[Na+]. Cell line: SF-268. Synergy scores: CSS=42.4, Synergy_ZIP=-1.44, Synergy_Bliss=2.99, Synergy_Loewe=-29.3, Synergy_HSA=5.50. (3) Drug 1: CC1=C2C(C(=O)C3(C(CC4C(C3C(C(C2(C)C)(CC1OC(=O)C(C(C5=CC=CC=C5)NC(=O)OC(C)(C)C)O)O)OC(=O)C6=CC=CC=C6)(CO4)OC(=O)C)O)C)O. Drug 2: C#CCC(CC1=CN=C2C(=N1)C(=NC(=N2)N)N)C3=CC=C(C=C3)C(=O)NC(CCC(=O)O)C(=O)O. Cell line: 786-0. Synergy scores: CSS=70.2, Synergy_ZIP=19.2, Synergy_Bliss=-0.335, Synergy_Loewe=56.0, Synergy_HSA=-0.118. (4) Drug 1: CCCS(=O)(=O)NC1=C(C(=C(C=C1)F)C(=O)C2=CNC3=C2C=C(C=N3)C4=CC=C(C=C4)Cl)F. Drug 2: COC1=NC(=NC2=C1N=CN2C3C(C(C(O3)CO)O)O)N. Cell line: SR. Synergy scores: CSS=15.7, Synergy_ZIP=0.651, Synergy_Bliss=2.04, Synergy_Loewe=-5.05, Synergy_HSA=0.878.